This data is from NCI-60 drug combinations with 297,098 pairs across 59 cell lines. The task is: Regression. Given two drug SMILES strings and cell line genomic features, predict the synergy score measuring deviation from expected non-interaction effect. (1) Drug 1: C1=CN(C(=O)N=C1N)C2C(C(C(O2)CO)O)O.Cl. Drug 2: COCCOC1=C(C=C2C(=C1)C(=NC=N2)NC3=CC=CC(=C3)C#C)OCCOC.Cl. Cell line: NCI-H460. Synergy scores: CSS=37.8, Synergy_ZIP=1.43, Synergy_Bliss=2.56, Synergy_Loewe=-34.3, Synergy_HSA=1.53. (2) Synergy scores: CSS=24.2, Synergy_ZIP=1.24, Synergy_Bliss=-1.58, Synergy_Loewe=-22.8, Synergy_HSA=-4.60. Drug 2: C#CCC(CC1=CN=C2C(=N1)C(=NC(=N2)N)N)C3=CC=C(C=C3)C(=O)NC(CCC(=O)O)C(=O)O. Drug 1: CN1C(=O)N2C=NC(=C2N=N1)C(=O)N. Cell line: SF-295. (3) Drug 1: C1CC(=O)NC(=O)C1N2CC3=C(C2=O)C=CC=C3N. Drug 2: C1CN(P(=O)(OC1)NCCCl)CCCl. Cell line: 786-0. Synergy scores: CSS=3.18, Synergy_ZIP=4.75, Synergy_Bliss=1.49, Synergy_Loewe=0.911, Synergy_HSA=1.04. (4) Drug 1: C1=CC(=CC=C1C#N)C(C2=CC=C(C=C2)C#N)N3C=NC=N3. Drug 2: C1=CN(C(=O)N=C1N)C2C(C(C(O2)CO)O)O.Cl. Cell line: MDA-MB-231. Synergy scores: CSS=14.0, Synergy_ZIP=-2.30, Synergy_Bliss=-0.615, Synergy_Loewe=-9.32, Synergy_HSA=-4.78. (5) Drug 1: C1CCC(C1)C(CC#N)N2C=C(C=N2)C3=C4C=CNC4=NC=N3. Drug 2: CC(C1=C(C=CC(=C1Cl)F)Cl)OC2=C(N=CC(=C2)C3=CN(N=C3)C4CCNCC4)N. Cell line: UACC62. Synergy scores: CSS=5.12, Synergy_ZIP=3.15, Synergy_Bliss=6.46, Synergy_Loewe=-8.14, Synergy_HSA=-2.99.